This data is from Forward reaction prediction with 1.9M reactions from USPTO patents (1976-2016). The task is: Predict the product of the given reaction. (1) Given the reactants [CH3:1][O:2][C:3]1[N:4]=[CH:5][CH:6]=[C:7]2[C:11]([C:12]3[CH:18]=[C:17]([S:19]([CH3:22])(=[O:21])=[O:20])[CH:16]=[CH:15][C:13]=3[NH2:14])=[CH:10][N:9]([CH3:23])[C:8]=12.[CH:24]1([CH:27]=O)[CH2:26][CH2:25]1.[Na].C(O)(=O)C, predict the reaction product. The product is: [CH:24]1([CH2:27][NH:14][C:13]2[CH:15]=[CH:16][C:17]([S:19]([CH3:22])(=[O:21])=[O:20])=[CH:18][C:12]=2[C:11]2[C:7]3[C:8](=[C:3]([O:2][CH3:1])[N:4]=[CH:5][CH:6]=3)[N:9]([CH3:23])[CH:10]=2)[CH2:26][CH2:25]1. (2) The product is: [C:10]([C:6]1[CH:5]=[C:4]2[C:9](=[CH:8][CH:7]=1)[N:1]([CH:17]1[CH2:13][CH2:14][N:15]([C:18]([O:20][C:21]([CH3:24])([CH3:23])[CH3:22])=[O:19])[CH2:16]1)[CH2:2][CH2:3]2)#[N:11]. Given the reactants [NH:1]1[C:9]2[C:4](=[CH:5][C:6]([C:10]#[N:11])=[CH:7][CH:8]=2)[CH2:3][CH2:2]1.O=[C:13]1[CH2:17][CH2:16][N:15]([C:18]([O:20][C:21]([CH3:24])([CH3:23])[CH3:22])=[O:19])[CH2:14]1.CC(O)=O.[BH3-]C#N.[Na+], predict the reaction product.